This data is from Full USPTO retrosynthesis dataset with 1.9M reactions from patents (1976-2016). The task is: Predict the reactants needed to synthesize the given product. (1) Given the product [CH3:1][C:2]1[CH:7]=[CH:6][C:5]([S:19][C:20]2[CH:25]=[CH:24][C:23]([OH:26])=[CH:22][CH:21]=2)=[C:4]([N+:16]([O-:18])=[O:17])[CH:3]=1, predict the reactants needed to synthesize it. The reactants are: [CH3:1][C:2]1[CH:7]=[CH:6][C:5](OS(C(F)(F)F)(=O)=O)=[C:4]([N+:16]([O-:18])=[O:17])[CH:3]=1.[SH:19][C:20]1[CH:25]=[CH:24][C:23]([OH:26])=[CH:22][CH:21]=1.C([O-])([O-])=O.[Na+].[Na+]. (2) Given the product [F:9][C:6]1[CH:7]=[CH:8][C:3]([CH2:2][C:13]#[N:15])=[CH:4][C:5]=1[N+:10]([O-:12])=[O:11], predict the reactants needed to synthesize it. The reactants are: Br[CH2:2][C:3]1[CH:8]=[CH:7][C:6]([F:9])=[C:5]([N+:10]([O-:12])=[O:11])[CH:4]=1.[C:13](#[N:15])C.